Dataset: Catalyst prediction with 721,799 reactions and 888 catalyst types from USPTO. Task: Predict which catalyst facilitates the given reaction. (1) Reactant: Cl[CH2:2][C:3]1[CH:12]=[CH:11][C:10]2[C:5](=[CH:6][CH:7]=[CH:8][CH:9]=2)[N:4]=1.[C-:13]#[N:14].[Na+]. Product: [N:4]1[C:5]2[C:10](=[CH:9][CH:8]=[CH:7][CH:6]=2)[CH:11]=[CH:12][C:3]=1[CH2:2][C:13]#[N:14]. The catalyst class is: 88. (2) Product: [I:1][C:2]1[CH:3]=[C:4]2[C:8](=[CH:9][CH:10]=1)[N:7]([Si:21]([CH:26]([CH3:28])[CH3:27])([CH:23]([CH3:25])[CH3:24])[CH:18]([CH3:20])[CH3:19])[CH:6]=[CH:5]2. The catalyst class is: 34. Reactant: [I:1][C:2]1[CH:3]=[C:4]2[C:8](=[CH:9][CH:10]=1)[NH:7][CH:6]=[CH:5]2.CN(C=O)C.[H-].[Na+].[CH:18]([Si:21]([CH:26]([CH3:28])[CH3:27])([CH:23]([CH3:25])[CH3:24])Cl)([CH3:20])[CH3:19]. (3) Product: [C:3]1([C@:9]23[CH2:10][C@H:15]2[CH2:13][O:14][C:12]3=[O:17])[CH:8]=[CH:7][CH:6]=[CH:5][CH:4]=1. The catalyst class is: 11. Reactant: [NH2-].[Na+].[C:3]1([CH2:9][C:10]#N)[CH:8]=[CH:7][CH:6]=[CH:5][CH:4]=1.[CH2:12]1[O:14][C@H:13]1[CH2:15]Cl.[OH2:17]. (4) Reactant: [Cl:1][C:2]1[N:7]=[CH:6][C:5]([OH:8])=[CH:4][N:3]=1.Br[CH2:10][CH2:11][CH2:12][O:13][CH3:14].C(=O)([O-])[O-].[K+].[K+]. Product: [Cl:1][C:2]1[N:7]=[CH:6][C:5]([O:8][CH2:10][CH2:11][CH2:12][O:13][CH3:14])=[CH:4][N:3]=1. The catalyst class is: 9.